This data is from Full USPTO retrosynthesis dataset with 1.9M reactions from patents (1976-2016). The task is: Predict the reactants needed to synthesize the given product. (1) Given the product [CH3:1][O:2][C:3]1[CH:4]=[C:5]2[C:10](=[CH:11][C:12]=1[O:13][CH3:14])[N:9]=[CH:8][CH:7]=[C:6]2[O:15][C:16]1[C:22]([CH3:23])=[CH:21][C:19]([NH:20][C:29](=[O:35])[O:28][CH2:26][C:42]2[CH:41]=[CH:40][CH:39]=[C:38]([CH3:37])[CH:43]=2)=[C:18]([CH3:24])[CH:17]=1, predict the reactants needed to synthesize it. The reactants are: [CH3:1][O:2][C:3]1[CH:4]=[C:5]2[C:10](=[CH:11][C:12]=1[O:13][CH3:14])[N:9]=[CH:8][CH:7]=[C:6]2[O:15][C:16]1[C:22]([CH3:23])=[CH:21][C:19]([NH2:20])=[C:18]([CH3:24])[CH:17]=1.Cl[C:26](Cl)([O:28][C:29](=[O:35])OC(Cl)(Cl)Cl)Cl.[CH3:37][C:38]1[CH:39]=[C:40](CO)[CH:41]=[CH:42][CH:43]=1.C(=O)(O)[O-].[Na+]. (2) Given the product [I:13][C:14]1[CH:22]=[CH:21][C:17]([C:18]([O:20][CH3:2])=[O:19])=[C:16]([N+:23]([O-:25])=[O:24])[CH:15]=1, predict the reactants needed to synthesize it. The reactants are: N[C:2]1C=C(I)C=CC=1C(OC)=O.[I:13][C:14]1[CH:22]=[CH:21][C:17]([C:18]([OH:20])=[O:19])=[C:16]([N+:23]([O-:25])=[O:24])[CH:15]=1.C1CCN2C(=NCCC2)CC1.IC. (3) Given the product [Cl:1][C:2]1[CH:10]=[CH:9][C:8]2[N:7]([C:39]#[C:40][C:41]3[CH:46]=[CH:45][C:44]([Cl:47])=[CH:43][CH:42]=3)[C:6]3[CH2:11][CH2:12][N:13]([CH3:15])[CH2:14][C:5]=3[C:4]=2[CH:3]=1, predict the reactants needed to synthesize it. The reactants are: [Cl:1][C:2]1[CH:10]=[CH:9][C:8]2[NH:7][C:6]3[CH2:11][CH2:12][N:13]([CH3:15])[CH2:14][C:5]=3[C:4]=2[CH:3]=1.N1C2C(=CC=C3C=2N=CC=C3)C=CC=1.P([O-])([O-])([O-])=O.[K+].[K+].[K+].Br[C:39]#[C:40][C:41]1[CH:46]=[CH:45][C:44]([Cl:47])=[CH:43][CH:42]=1. (4) Given the product [Br:1][C:18]1[C:11]2[C:10]([Cl:9])=[N:15][CH:14]=[N:13][C:12]=2[NH:16][CH:17]=1, predict the reactants needed to synthesize it. The reactants are: [Br:1]N1C(=O)CCC1=O.[Cl:9][C:10]1[C:11]2[CH:18]=[CH:17][NH:16][C:12]=2[N:13]=[CH:14][N:15]=1. (5) The reactants are: [C:1]([C:3]1[C:12]2[C:7](=[CH:8][CH:9]=[C:10]([O:13][C:14]3[CH:19]=[CH:18][CH:17]=[CH:16][CH:15]=3)[CH:11]=2)[C:6]([OH:20])=[C:5]([C:21]([NH:23][CH2:24][CH2:25][C:26](=[O:31])[C:27]([O:29]C)=[O:28])=[O:22])[N:4]=1)#[N:2].O.CCOC(C)=O.Cl. Given the product [C:1]([C:3]1[C:12]2[C:7](=[CH:8][CH:9]=[C:10]([O:13][C:14]3[CH:15]=[CH:16][CH:17]=[CH:18][CH:19]=3)[CH:11]=2)[C:6]([OH:20])=[C:5]([C:21]([NH:23][CH2:24][CH2:25][C:26](=[O:31])[C:27]([OH:29])=[O:28])=[O:22])[N:4]=1)#[N:2], predict the reactants needed to synthesize it. (6) Given the product [F:63][C:64]1[CH:72]=[CH:71][C:67]([C:68]([N:40]2[C@H:35]([CH3:34])[CH2:36][CH2:37][C@@H:38]([C:41]([O:43][CH3:44])=[O:42])[CH2:39]2)=[O:69])=[C:66]([N:73]2[N:77]=[CH:76][CH:75]=[N:74]2)[CH:65]=1, predict the reactants needed to synthesize it. The reactants are: CCN(C(C)C)C(C)C.CN(C(ON1N=NC2C=CC=NC1=2)=[N+](C)C)C.F[P-](F)(F)(F)(F)F.[CH3:34][C@H:35]1[NH:40][CH2:39][C@H:38]([C:41]([O:43][CH3:44])=[O:42])[CH2:37][CH2:36]1.C(OC(N1[C@H](C)CC[C@@H](C(OC)=O)C1)=O)(C)(C)C.[F:63][C:64]1[CH:72]=[CH:71][C:67]([C:68](O)=[O:69])=[C:66]([N:73]2[N:77]=[CH:76][CH:75]=[N:74]2)[CH:65]=1.C([O-])(O)=O.[Na+]. (7) Given the product [CH:24]1[CH:23]=[CH:22][N:15]2[C:16]3[CH:17]=[CH:18][CH:19]=[CH:20][C:21]=3[CH:13]([NH:11][NH:12][C:2](=[O:9])[C:3]3[CH:8]=[CH:7][CH:6]=[N:5][CH:4]=3)[C:14]=12, predict the reactants needed to synthesize it. The reactants are: Cl.[C:2](Cl)(=[O:9])[C:3]1[CH:8]=[CH:7][CH:6]=[N:5][CH:4]=1.[NH:11]([CH:13]1[C:21]2[CH:20]=[CH:19][CH:18]=[CH:17][C:16]=2[N:15]2[CH:22]=[CH:23][CH:24]=[C:14]12)[NH2:12].